From a dataset of Full USPTO retrosynthesis dataset with 1.9M reactions from patents (1976-2016). Predict the reactants needed to synthesize the given product. (1) Given the product [CH2:1]([C:5]1[N:6]=[C:7]([CH3:28])[N:8]([C:29]2[CH:34]=[CH:33][CH:32]=[CH:31][CH:30]=2)[C:9](=[O:27])[C:10]=1[CH2:11][C:12]1[CH:17]=[CH:16][C:15]([C:18]2[C:19]([C:24]#[N:25])=[CH:20][CH:21]=[CH:22][CH:23]=2)=[CH:14][C:13]=1[F:26])[CH2:2][CH2:3][CH3:4], predict the reactants needed to synthesize it. The reactants are: [CH2:1]([C:5]1[N:6]=[C:7]([CH3:28])[NH:8][C:9](=[O:27])[C:10]=1[CH2:11][C:12]1[CH:17]=[CH:16][C:15]([C:18]2[C:19]([C:24]#[N:25])=[CH:20][CH:21]=[CH:22][CH:23]=2)=[CH:14][C:13]=1[F:26])[CH2:2][CH2:3][CH3:4].[C:29]1(B(O)O)[CH:34]=[CH:33][CH:32]=[CH:31][CH:30]=1.C(N(CC)CC)C.N1C=CC=CC=1. (2) Given the product [CH3:33][S:34]([OH:37])(=[O:36])=[O:35].[N:2]1([CH2:7][CH2:8][CH2:9][CH2:10][NH:11][C:12]([C:14]2[C:15]3[S:23][CH:22]=[C:21]([CH2:24][O:25][C:26]4[CH:31]=[CH:30][C:29]([Br:32])=[CH:28][CH:27]=4)[C:16]=3[C:17]([NH2:20])=[N:18][CH:19]=2)=[O:13])[CH2:3][CH2:4][CH2:5][CH2:6]1, predict the reactants needed to synthesize it. The reactants are: Cl.[N:2]1([CH2:7][CH2:8][CH2:9][CH2:10][NH:11][C:12]([C:14]2[C:15]3[S:23][CH:22]=[C:21]([CH2:24][O:25][C:26]4[CH:31]=[CH:30][C:29]([Br:32])=[CH:28][CH:27]=4)[C:16]=3[C:17]([NH2:20])=[N:18][CH:19]=2)=[O:13])[CH2:6][CH2:5][CH2:4][CH2:3]1.[CH3:33][S:34]([OH:37])(=[O:36])=[O:35].